From a dataset of Full USPTO retrosynthesis dataset with 1.9M reactions from patents (1976-2016). Predict the reactants needed to synthesize the given product. (1) Given the product [Cl:8][C:9]1[CH:14]=[CH:13][C:12]([C@@H:15]2[C@:17]3([C:25]4[C:20](=[CH:21][CH:22]=[CH:23][CH:24]=4)[N:19]([CH2:26][C:27]4[CH:28]=[C:29]([CH:33]=[CH:34][CH:35]=4)[C:30]([NH:7][C:5]4[NH:4][N:3]=[C:2]([CH3:1])[CH:6]=4)=[O:31])[C:18]3=[O:36])[CH2:16]2)=[CH:11][CH:10]=1, predict the reactants needed to synthesize it. The reactants are: [CH3:1][C:2]1[CH:6]=[C:5]([NH2:7])[NH:4][N:3]=1.[Cl:8][C:9]1[CH:14]=[CH:13][C:12]([C@@H:15]2[C@:17]3([C:25]4[C:20](=[CH:21][CH:22]=[CH:23][CH:24]=4)[N:19]([CH2:26][C:27]4[CH:28]=[C:29]([CH:33]=[CH:34][CH:35]=4)[C:30](O)=[O:31])[C:18]3=[O:36])[CH2:16]2)=[CH:11][CH:10]=1. (2) Given the product [C:2]([N:4]1[CH2:9][CH2:8][CH:7]([C:10]2[CH:15]=[CH:14][C:13]([C@@H:16]([NH:18][C:19](=[O:21])[CH3:20])[CH3:17])=[CH:12][CH:11]=2)[CH2:6][CH2:5]1)#[N:1], predict the reactants needed to synthesize it. The reactants are: [N:1]#[C:2]Br.[NH:4]1[CH2:9][CH2:8][CH:7]([C:10]2[CH:15]=[CH:14][C:13]([C@@H:16]([NH:18][C:19](=[O:21])[CH3:20])[CH3:17])=[CH:12][CH:11]=2)[CH2:6][CH2:5]1.CCN(C(C)C)C(C)C. (3) Given the product [F:11][C:2]([F:1])([CH:8]([F:10])[F:9])/[CH:3]=[CH:4]/[C:5]([NH:28][CH2:27][CH2:26][NH:25][C:23]1[CH:22]=[C:21]([O:29][CH2:30][CH:31]([CH3:34])[CH2:32][CH3:33])[N:20]=[C:19]([CH3:18])[CH:24]=1)=[O:7], predict the reactants needed to synthesize it. The reactants are: [F:1][C:2]([F:11])([CH:8]([F:10])[F:9])/[CH:3]=[CH:4]/[C:5]([OH:7])=O.C(Cl)(=O)C(Cl)=O.[CH3:18][C:19]1[CH:24]=[C:23]([NH:25][CH2:26][CH2:27][NH2:28])[CH:22]=[C:21]([O:29][CH2:30][CH:31]([CH3:34])[CH2:32][CH3:33])[N:20]=1. (4) Given the product [CH3:9][C:6]1[CH:7]=[CH:8][C:2]([CH3:1])=[C:3]([NH:4][C:10]([CH3:11])=[O:12])[CH:5]=1, predict the reactants needed to synthesize it. The reactants are: [CH3:1][C:2]1[CH:8]=[CH:7][C:6]([CH3:9])=[CH:5][C:3]=1[NH2:4].[C:10](OC(=O)C)(=[O:12])[CH3:11].CO. (5) Given the product [C:1]([O:4][C@@H:5]1[C@@H:17]([O:18][C:19](=[O:21])[CH3:20])[C@H:16]([CH3:22])[O:15][C@@H:7]([Br:31])[C@@H:6]1[O:23][CH2:24][C:25]1[CH:30]=[CH:29][CH:28]=[CH:27][CH:26]=1)(=[O:3])[CH3:2], predict the reactants needed to synthesize it. The reactants are: [C:1]([O:4][C@@H:5]1[C@@H:17]([O:18][C:19](=[O:21])[CH3:20])[C@H:16]([CH3:22])[O:15][C@@H:7](SC2C=CC=CC=2)[C@@H:6]1[O:23][CH2:24][C:25]1[CH:30]=[CH:29][CH:28]=[CH:27][CH:26]=1)(=[O:3])[CH3:2].[Br:31]Br. (6) Given the product [C:1]([C:5]1[N:9]([CH2:10][CH:11]2[CH2:16][CH2:15][CH2:14][CH2:13][CH2:12]2)[C:8]2[CH:17]=[CH:18][C:19]([C:21]([OH:23])=[O:22])=[CH:20][C:7]=2[N:6]=1)([CH3:4])([CH3:2])[CH3:3], predict the reactants needed to synthesize it. The reactants are: [C:1]([C:5]1[N:9]([CH2:10][CH:11]2[CH2:16][CH2:15][CH2:14][CH2:13][CH2:12]2)[C:8]2[CH:17]=[CH:18][C:19]([C:21]([O:23]C)=[O:22])=[CH:20][C:7]=2[N:6]=1)([CH3:4])([CH3:3])[CH3:2]. (7) The reactants are: [Cl:1][C:2]1[N:7]=[C:6]([NH2:8])[CH:5]=[CH:4][C:3]=1I.CCOC(C)=O.O.[CH3:17][N:18](C=O)C. Given the product [NH2:8][C:6]1[CH:5]=[CH:4][C:3]([C:17]#[N:18])=[C:2]([Cl:1])[N:7]=1, predict the reactants needed to synthesize it. (8) Given the product [Br:10][C:5]1[C:4]([CH3:9])=[N:3][C:2]([OH:1])=[N:7][C:6]=1[CH3:8], predict the reactants needed to synthesize it. The reactants are: [OH:1][C:2]1[N:7]=[C:6]([CH3:8])[CH:5]=[C:4]([CH3:9])[N:3]=1.[Br:10]N1C(=O)CCC1=O. (9) Given the product [CH:1]1([CH2:7][C:8]([NH:10][C@@H:11]([C:37]([CH3:40])([CH3:39])[CH3:38])[C:12]([N:14]2[C@H:29]([C:30]([OH:32])=[O:31])[CH2:28][C@:16]3([O:20][C:19](=[O:21])[N:18]([C:22]4[CH:23]=[CH:24][CH:25]=[CH:26][CH:27]=4)[CH2:17]3)[CH2:15]2)=[O:13])=[O:9])[CH2:2][CH2:3][CH2:4][CH2:5][CH2:6]1, predict the reactants needed to synthesize it. The reactants are: [CH:1]1([CH2:7][C:8]([NH:10][C@@H:11]([C:37]([CH3:40])([CH3:39])[CH3:38])[C:12]([N:14]2[C@H:29]([C:30]([O:32]C(C)(C)C)=[O:31])[CH2:28][C@:16]3([O:20][C:19](=[O:21])[N:18]([C:22]4[CH:27]=[CH:26][CH:25]=[CH:24][CH:23]=4)[CH2:17]3)[CH2:15]2)=[O:13])=[O:9])[CH2:6][CH2:5][CH2:4][CH2:3][CH2:2]1.C(O)(C(F)(F)F)=O.